From a dataset of Full USPTO retrosynthesis dataset with 1.9M reactions from patents (1976-2016). Predict the reactants needed to synthesize the given product. (1) Given the product [CH3:17][C:16]1([CH3:18])[C:15]2[C:10](=[CH:11][CH:12]=[CH:13][CH:14]=2)[C:9]([CH3:20])([CH3:19])[NH:8]1, predict the reactants needed to synthesize it. The reactants are: C([N:8]1[C:16]([CH3:18])([CH3:17])[C:15]2[C:10](=[CH:11][CH:12]=[CH:13][CH:14]=2)[C:9]1([CH3:20])[CH3:19])C1C=CC=CC=1.[H][H]. (2) Given the product [F:27][C:28]([F:30])([F:29])[C:2]1([OH:1])[CH2:7][CH2:6][N:5]([C:8]2[CH:13]=[CH:12][C:11]([N:14]3[CH2:18][C@H:17]([CH2:19][NH:20][C:21](=[O:23])[CH3:22])[O:16][C:15]3=[O:24])=[CH:10][C:9]=2[F:25])[CH2:4][CH:3]1[CH3:26], predict the reactants needed to synthesize it. The reactants are: [O:1]=[C:2]1[CH2:7][CH2:6][N:5]([C:8]2[CH:13]=[CH:12][C:11]([N:14]3[CH2:18][C@H:17]([CH2:19][NH:20][C:21](=[O:23])[CH3:22])[O:16][C:15]3=[O:24])=[CH:10][C:9]=2[F:25])[CH2:4][CH:3]1[CH3:26].[F:27][C:28]([Mg]Br)([F:30])[F:29]. (3) The reactants are: [C:1]([CH2:3][C:4]([NH2:6])=[S:5])#[N:2].Br[CH2:8][C:9](=O)[C:10]([OH:12])=[O:11]. Given the product [C:1]([CH2:3][C:4]1[S:5][CH:8]=[C:9]([C:10]([OH:12])=[O:11])[N:6]=1)#[N:2], predict the reactants needed to synthesize it. (4) Given the product [CH3:1][NH:2][C:3]1[CH:8]=[CH:7][C:6]([I:9])=[CH:5][N:4]=1, predict the reactants needed to synthesize it. The reactants are: [CH3:1][NH:2][C:3]1[CH:8]=[CH:7][CH:6]=[CH:5][N:4]=1.[I:9]Cl.S([O-])([O-])=O.[Na+].[Na+]. (5) Given the product [NH2:21][C:7]1[CH:8]=[C:9]2[C:4](=[CH:5][CH:6]=1)[N:3]=[C:2]([CH3:1])[N:11]([CH:12]1[CH2:17][CH2:16][C:15](=[O:18])[NH:14][C:13]1=[O:19])[C:10]2=[O:20], predict the reactants needed to synthesize it. The reactants are: [CH3:1][C:2]1[N:11]([CH:12]2[CH2:17][CH2:16][C:15](=[O:18])[NH:14][C:13]2=[O:19])[C:10](=[O:20])[C:9]2[C:4](=[CH:5][CH:6]=[C:7]([N+:21]([O-])=O)[CH:8]=2)[N:3]=1.CC#N.O. (6) Given the product [ClH:12].[CH3:11][C:6]([N+:8]([O-:10])=[O:9])([CH2:7][NH:2][CH3:1])[CH2:5][OH:4], predict the reactants needed to synthesize it. The reactants are: [CH3:1][N:2]1[CH2:7][C:6]([CH3:11])([N+:8]([O-:10])=[O:9])[CH2:5][O:4]C1.[ClH:12]. (7) Given the product [F:1][C:2]1[CH:32]=[C:31]([F:33])[CH:30]=[CH:29][C:3]=1[O:4][C:5]1[C:10]([C:11]2[C:19]3[CH:18]=[CH:17][NH:16][C:15](=[O:20])[C:14]=3[N:13]([CH3:22])[CH:12]=2)=[CH:9][C:8]([NH:23][S:24]([CH3:27])(=[O:26])=[O:25])=[C:7]([F:28])[CH:6]=1, predict the reactants needed to synthesize it. The reactants are: [F:1][C:2]1[CH:32]=[C:31]([F:33])[CH:30]=[CH:29][C:3]=1[O:4][C:5]1[C:10]([C:11]2[C:19]3[C:14](=[C:15]([O:20]C)[N:16]=[CH:17][CH:18]=3)[N:13]([CH3:22])[CH:12]=2)=[CH:9][C:8]([NH:23][S:24]([CH3:27])(=[O:26])=[O:25])=[C:7]([F:28])[CH:6]=1.Cl.O1CCOCC1.